This data is from Catalyst prediction with 721,799 reactions and 888 catalyst types from USPTO. The task is: Predict which catalyst facilitates the given reaction. Reactant: [Cl:1][C:2]1[CH:3]=[C:4]([CH:6]=[CH:7][C:8]=1[O:9][C:10]1[C:19]2[C:14](=[CH:15][C:16]([O:22][CH3:23])=[C:17]([O:20][CH3:21])[CH:18]=2)[N:13]=[CH:12][N:11]=1)[NH2:5].C(O)C.[Cl:27][C:28]1[CH:33]=[CH:32][CH:31]=[CH:30][C:29]=1[C:34]([N:36]=[C:37]=[S:38])=[O:35]. Product: [Cl:27][C:28]1[CH:33]=[CH:32][CH:31]=[CH:30][C:29]=1[C:34]([NH:36][C:37]([NH:5][C:4]1[CH:6]=[CH:7][C:8]([O:9][C:10]2[C:19]3[C:14](=[CH:15][C:16]([O:22][CH3:23])=[C:17]([O:20][CH3:21])[CH:18]=3)[N:13]=[CH:12][N:11]=2)=[C:2]([Cl:1])[CH:3]=1)=[S:38])=[O:35]. The catalyst class is: 11.